This data is from NCI-60 drug combinations with 297,098 pairs across 59 cell lines. The task is: Regression. Given two drug SMILES strings and cell line genomic features, predict the synergy score measuring deviation from expected non-interaction effect. (1) Drug 1: CCC1(CC2CC(C3=C(CCN(C2)C1)C4=CC=CC=C4N3)(C5=C(C=C6C(=C5)C78CCN9C7C(C=CC9)(C(C(C8N6C=O)(C(=O)OC)O)OC(=O)C)CC)OC)C(=O)OC)O.OS(=O)(=O)O. Drug 2: CCCCCOC(=O)NC1=NC(=O)N(C=C1F)C2C(C(C(O2)C)O)O. Cell line: SK-MEL-28. Synergy scores: CSS=-0.489, Synergy_ZIP=2.07, Synergy_Bliss=3.64, Synergy_Loewe=-2.67, Synergy_HSA=-1.65. (2) Drug 1: CC1=C2C(C(=O)C3(C(CC4C(C3C(C(C2(C)C)(CC1OC(=O)C(C(C5=CC=CC=C5)NC(=O)OC(C)(C)C)O)O)OC(=O)C6=CC=CC=C6)(CO4)OC(=O)C)OC)C)OC. Drug 2: CC12CCC3C(C1CCC2O)C(CC4=C3C=CC(=C4)O)CCCCCCCCCS(=O)CCCC(C(F)(F)F)(F)F. Cell line: OVCAR3. Synergy scores: CSS=78.7, Synergy_ZIP=24.5, Synergy_Bliss=24.4, Synergy_Loewe=-13.0, Synergy_HSA=23.7.